From a dataset of Catalyst prediction with 721,799 reactions and 888 catalyst types from USPTO. Predict which catalyst facilitates the given reaction. (1) Reactant: [CH3:1][O:2][CH2:3][CH2:4][NH:5][C:6]1[N:7]([CH3:40])[C:8](=[O:39])[C:9]2[C:14]([C:15]3[CH:20]=[CH:19][CH:18]=[CH:17][CH:16]=3)=[C:13]([C:21]3[CH:26]=[CH:25][C:24]([C:27]4([NH:31]C(=O)OC(C)(C)C)[CH2:30][CH2:29][CH2:28]4)=[CH:23][CH:22]=3)[O:12][C:10]=2[N:11]=1.C(O)(C(F)(F)F)=O. Product: [NH2:31][C:27]1([C:24]2[CH:25]=[CH:26][C:21]([C:13]3[O:12][C:10]4[N:11]=[C:6]([NH:5][CH2:4][CH2:3][O:2][CH3:1])[N:7]([CH3:40])[C:8](=[O:39])[C:9]=4[C:14]=3[C:15]3[CH:16]=[CH:17][CH:18]=[CH:19][CH:20]=3)=[CH:22][CH:23]=2)[CH2:28][CH2:29][CH2:30]1. The catalyst class is: 2. (2) Reactant: [CH2:1]([C:3]1[CH:24]=[C:23]([CH3:25])[C:22]([CH:26]=[O:27])=[CH:21][C:4]=1C(N1CCC(C2C=CC(C#N)=CC=2)CC1)=O)[CH3:2].[O-:28][Mn](=O)(=O)=O.[K+]. Product: [CH2:1]([C:3]1[CH:4]=[CH:21][C:22]([C:26]([OH:27])=[O:28])=[C:23]([CH3:25])[CH:24]=1)[CH3:2]. The catalyst class is: 30.